This data is from Buchwald-Hartwig C-N cross coupling reaction yields with 55,370 reactions. The task is: Predict the reaction yield, written as a fraction of the theoretical maximum amount of product (1.0 means a 100% yield; for example, 0.34 means a 34% yield). (1) The reactants are FC(F)(F)c1ccc(I)cc1.Cc1ccc(N)cc1.O=S(=O)(O[Pd]1c2ccccc2-c2ccccc2N~1)C(F)(F)F.COc1ccc(OC)c(P([C@]23C[C@H]4C[C@H](C[C@H](C4)C2)C3)[C@]23C[C@H]4C[C@H](C[C@H](C4)C2)C3)c1-c1c(C(C)C)cc(C(C)C)cc1C(C)C.CCN=P(N=P(N(C)C)(N(C)C)N(C)C)(N(C)C)N(C)C.CCOC(=O)c1cnoc1C. No catalyst specified. The product is Cc1ccc(Nc2ccc(C(F)(F)F)cc2)cc1. The yield is 0.108. (2) The yield is 0.439. The reactants are COc1ccc(I)cc1.Cc1ccc(N)cc1.O=S(=O)(O[Pd]1c2ccccc2-c2ccccc2N~1)C(F)(F)F.CC(C)c1cc(C(C)C)c(-c2ccccc2P(C(C)(C)C)C(C)(C)C)c(C(C)C)c1.CN(C)C(=NC(C)(C)C)N(C)C.CCOC(=O)c1cc(C)on1. No catalyst specified. The product is COc1ccc(Nc2ccc(C)cc2)cc1. (3) The reactants are FC(F)(F)c1ccc(Cl)cc1.Cc1ccc(N)cc1.O=S(=O)(O[Pd]1c2ccccc2-c2ccccc2N~1)C(F)(F)F.CC(C)c1cc(C(C)C)c(-c2ccccc2P(C(C)(C)C)C(C)(C)C)c(C(C)C)c1.CCN=P(N=P(N(C)C)(N(C)C)N(C)C)(N(C)C)N(C)C.COC(=O)c1cc(-c2ccco2)on1. No catalyst specified. The product is Cc1ccc(Nc2ccc(C(F)(F)F)cc2)cc1. The yield is 0.175. (4) The reactants are Clc1ccccn1.Cc1ccc(N)cc1.O=S(=O)(O[Pd]1c2ccccc2-c2ccccc2N~1)C(F)(F)F.CC(C)c1cc(C(C)C)c(-c2ccccc2P(C(C)(C)C)C(C)(C)C)c(C(C)C)c1.CN1CCCN2CCCN=C12.Cc1cc(C)on1. No catalyst specified. The product is Cc1ccc(Nc2ccccn2)cc1. The yield is 0.763. (5) The reactants are CCc1ccc(I)cc1.Cc1ccc(N)cc1.O=S(=O)(O[Pd]1c2ccccc2-c2ccccc2N~1)C(F)(F)F.CC(C)c1cc(C(C)C)c(-c2ccccc2P(C2CCCCC2)C2CCCCC2)c(C(C)C)c1.CN(C)C(=NC(C)(C)C)N(C)C.CCOC(=O)c1cc(OC)no1. No catalyst specified. The product is CCc1ccc(Nc2ccc(C)cc2)cc1. The yield is 0.273. (6) The reactants are COc1ccc(Cl)cc1.Cc1ccc(N)cc1.O=S(=O)(O[Pd]1c2ccccc2-c2ccccc2N~1)C(F)(F)F.COc1ccc(OC)c(P([C@]23C[C@H]4C[C@H](C[C@H](C4)C2)C3)[C@]23C[C@H]4C[C@H](C[C@H](C4)C2)C3)c1-c1c(C(C)C)cc(C(C)C)cc1C(C)C.CN(C)C(=NC(C)(C)C)N(C)C.Cc1cc(C)on1. No catalyst specified. The product is COc1ccc(Nc2ccc(C)cc2)cc1. The yield is 0.00319.